From a dataset of Drug-induced liver injury (DILI) classification data. Regression/Classification. Given a drug SMILES string, predict its toxicity properties. Task type varies by dataset: regression for continuous values (e.g., LD50, hERG inhibition percentage) or binary classification for toxic/non-toxic outcomes (e.g., AMES mutagenicity, cardiotoxicity, hepatotoxicity). Dataset: dili. (1) The drug is NC(N)=Nc1nc(CSCCN=CNS(=O)(=O)c2ccc(Br)cc2)cs1. The result is 1 (causes liver injury). (2) The molecule is Clc1cccc(Cl)c1NC1=NCCN1. The result is 1 (causes liver injury). (3) The compound is CC(=O)NC1C(O)OC(CO)C(OS(=O)(=O)[O-])C1OC1OC(C(=O)[O-])C(O)C(O)C1O. The result is 1 (causes liver injury). (4) The molecule is CC(C)=CCN1CCC2(C)c3cc(O)ccc3CC1C2C. The result is 0 (no liver injury). (5) The compound is O=C1OCCN1N=Cc1ccc([N+](=O)[O-])o1. The result is 1 (causes liver injury). (6) The result is 0 (no liver injury). The molecule is NCC1(CC(=O)O)CCCCC1. (7) The drug is COc1cc(NS(C)(=O)=O)ccc1Nc1c2ccccc2nc2ccccc12. The result is 1 (causes liver injury). (8) The compound is CCCCCC(O)C=CC1C(O)CC(=O)C1CCCCCCC(=O)O. The result is 0 (no liver injury).